From a dataset of Forward reaction prediction with 1.9M reactions from USPTO patents (1976-2016). Predict the product of the given reaction. (1) Given the reactants OC1C(=O)NN=C(CCC2C=CC=CC=2)C=1.C(OC1N=NC(C#CC(C)C)=CC=1OCC1C=CC=CC=1)C1C=CC=CC=1.C([O:51][C:52]1[N:53]=[N:54][C:55]([C:66]([C:68]2[CH:73]=[CH:72][CH:71]=[C:70]([C:74]([F:77])([F:76])[F:75])[CH:69]=2)=[CH2:67])=[CH:56][C:57]=1[O:58]CC1C=CC=CC=1)C1C=CC=CC=1.C(OCC)(=O)C, predict the reaction product. The product is: [OH:58][C:57]1[C:52](=[O:51])[NH:53][N:54]=[C:55]([CH:66]([C:68]2[CH:73]=[CH:72][CH:71]=[C:70]([C:74]([F:76])([F:75])[F:77])[CH:69]=2)[CH3:67])[CH:56]=1. (2) Given the reactants [NH2:1][C:2]1[CH:31]=[CH:30][C:5]([CH2:6][C:7]2[NH:15][C:14]3[C:13](=[O:16])[N:12]([CH2:17][C:18]4[CH:23]=[CH:22][CH:21]=[CH:20][C:19]=4[F:24])[C:11](=[O:25])[N:10]([CH2:26][CH2:27][CH2:28][CH3:29])[C:9]=3[N:8]=2)=[CH:4][CH:3]=1.[CH3:32][O:33][C:34]1[CH:39]=[CH:38][C:37]([S:40](Cl)(=[O:42])=[O:41])=[CH:36][CH:35]=1, predict the reaction product. The product is: [CH2:26]([N:10]1[C:9]2[N:8]=[C:7]([CH2:6][C:5]3[CH:4]=[CH:3][C:2]([NH:1][S:40]([C:37]4[CH:36]=[CH:35][C:34]([O:33][CH3:32])=[CH:39][CH:38]=4)(=[O:42])=[O:41])=[CH:31][CH:30]=3)[NH:15][C:14]=2[C:13](=[O:16])[N:12]([CH2:17][C:18]2[CH:23]=[CH:22][CH:21]=[CH:20][C:19]=2[F:24])[C:11]1=[O:25])[CH2:27][CH2:28][CH3:29]. (3) Given the reactants [CH3:1][C@:2]12[C@H:12]([CH2:13]/[CH:14]=[C:15]3\[C@H:16]([OH:21])[CH2:17][O:18][C:19]\3=[O:20])[C:10](=[CH2:11])[CH2:9][CH2:8][C@@H:7]1[C@@:6]([CH2:23][OH:24])([CH3:22])[C@H:5]([OH:25])[CH2:4][CH2:3]2.C1(C)C=CC(S(O)(=O)=O)=CC=1.[N+:37]([C:40]1[CH:41]=[C:42]([CH:45]=[CH:46][CH:47]=1)[CH:43]=O)([O-:39])=[O:38], predict the reaction product. The product is: [CH3:1][C:2]12[CH:12]([CH2:13]/[CH:14]=[C:15]3/[C:19](=[O:20])[O:18][CH2:17][CH:16]/3[OH:21])[C:10](=[CH2:11])[CH2:9][CH2:8][CH:7]1[C:6]1([CH3:22])[CH:5]([O:25][CH:43]([C:42]3[CH:45]=[CH:46][CH:47]=[C:40]([N+:37]([O-:39])=[O:38])[CH:41]=3)[O:24][CH2:23]1)[CH2:4][CH2:3]2.